From a dataset of Forward reaction prediction with 1.9M reactions from USPTO patents (1976-2016). Predict the product of the given reaction. Given the reactants [CH3:1][C:2]1[CH:11]=[CH:10][C:9]2[C:4](=[CH:5][CH:6]=[CH:7][C:8]=2[O:12][CH2:13][CH2:14][N:15]2[CH2:20][CH2:19][CH:18]([CH2:21][C:22]3[CH:23]=[CH:24][C:25]4[O:30][CH2:29][C:28](=O)[NH:27][C:26]=4[CH:32]=3)[CH2:17][CH2:16]2)[N:3]=1.[H-].[Al+3].[Li+].[H-].[H-].[H-], predict the reaction product. The product is: [CH3:1][C:2]1[CH:11]=[CH:10][C:9]2[C:4](=[CH:5][CH:6]=[CH:7][C:8]=2[O:12][CH2:13][CH2:14][N:15]2[CH2:16][CH2:17][CH:18]([CH2:21][C:22]3[CH:23]=[CH:24][C:25]4[O:30][CH2:29][CH2:28][NH:27][C:26]=4[CH:32]=3)[CH2:19][CH2:20]2)[N:3]=1.